The task is: Predict the reactants needed to synthesize the given product.. This data is from Full USPTO retrosynthesis dataset with 1.9M reactions from patents (1976-2016). (1) Given the product [Br:1][C:2]1[CH:3]=[C:4]2[C:9](=[CH:10][CH:11]=1)[N:8]=[C:7]([NH:18][CH2:17][C:16]1[CH:19]=[CH:20][CH:21]=[CH:22][C:15]=1[O:14][CH3:13])[CH:6]=[CH:5]2, predict the reactants needed to synthesize it. The reactants are: [Br:1][C:2]1[CH:3]=[C:4]2[C:9](=[CH:10][CH:11]=1)[N:8]=[C:7](Cl)[CH:6]=[CH:5]2.[CH3:13][O:14][C:15]1[CH:22]=[CH:21][CH:20]=[CH:19][C:16]=1[CH2:17][NH2:18]. (2) Given the product [NH2:13][CH2:14][CH2:15][CH2:16][O:17][C:2]1[CH:11]=[C:10]2[C:5]([C:6](=[O:12])[NH:7][CH:8]=[N:9]2)=[CH:4][CH:3]=1, predict the reactants needed to synthesize it. The reactants are: F[C:2]1[CH:11]=[C:10]2[C:5]([C:6](=[O:12])[NH:7][CH:8]=[N:9]2)=[CH:4][CH:3]=1.[NH2:13][CH2:14][CH2:15][CH2:16][OH:17].Cl. (3) Given the product [C:20]([C:19]1[CH:22]=[C:15]([C:4]2[C:3]3[CH:9]=[CH:10][CH:11]=[CH:12][C:2]=3[O:1][C:5]=2[C:6]([NH2:32])=[O:8])[CH:16]=[CH:17][C:18]=1[O:23][CH2:24][C:25]([CH3:28])([CH3:29])[CH2:26][OH:27])#[N:21], predict the reactants needed to synthesize it. The reactants are: [O:1]1[C:5]([C:6]([OH:8])=O)=[CH:4][C:3]2[CH:9]=[CH:10][CH:11]=[CH:12][C:2]1=2.Cl.N[C:15]1[CH:16]=[CH:17][C:18]([O:23][CH2:24][C:25]([CH3:29])([CH3:28])[CH2:26][OH:27])=[C:19]([CH:22]=1)[C:20]#[N:21].C([N:32](CC)CC)C. (4) Given the product [CH3:10][O:11][CH2:12][CH2:13][O:14][CH2:15][CH2:16][CH2:20][O:3][CH2:2][C:1]([Cl:6])=[O:5], predict the reactants needed to synthesize it. The reactants are: [C:1]([Cl:6])(=[O:5])[C:2](Cl)=[O:3].COC[CH2:10][O:11][CH2:12][CH2:13][O:14][CH2:15][C:16](O)=O.N1C=CC=C[CH:20]=1. (5) Given the product [NH2:32][C:29]1[C:30]2[N:31]=[C:23]([C:14]3[N:13]([CH3:33])[C:12]([CH:5]([C:6]4[N:7]([CH3:11])[CH:8]=[CH:9][N:10]=4)[OH:4])=[N:16][C:15]=3[C:17]3[CH:22]=[CH:21][CH:20]=[CH:19][CH:18]=3)[S:24][C:25]=2[N:26]=[CH:27][N:28]=1, predict the reactants needed to synthesize it. The reactants are: CN(C)C(=O)[O:4][CH:5]([C:12]1[N:13]([CH3:33])[C:14]([C:23]2[S:24][C:25]3[N:26]=[CH:27][N:28]=[C:29]([NH2:32])[C:30]=3[N:31]=2)=[C:15]([C:17]2[CH:22]=[CH:21][CH:20]=[CH:19][CH:18]=2)[N:16]=1)[C:6]1[N:7]([CH3:11])[CH:8]=[CH:9][N:10]=1.CN(C)C(=O)OC(C1N(C)C(C2SC3N=CN=C(N)C=3N=2)=C(C2C=CC=CC=2)N=1)C1C=CC=CC=1.